Dataset: hERG potassium channel inhibition data for cardiac toxicity prediction from Karim et al.. Task: Regression/Classification. Given a drug SMILES string, predict its toxicity properties. Task type varies by dataset: regression for continuous values (e.g., LD50, hERG inhibition percentage) or binary classification for toxic/non-toxic outcomes (e.g., AMES mutagenicity, cardiotoxicity, hepatotoxicity). Dataset: herg_karim. (1) The result is 0 (non-blocker). The molecule is CCc1nc2ccc(N3CCN(CC(=O)N4CC(O)C4)CC3)cn2c1N(C)c1nc(-c2ccc(F)cc2)c(C#N)s1. (2) The compound is O=C1NCc2ccc(OCCCN3CCN(c4cccc5cc(F)ccc45)CC3)cc21. The result is 1 (blocker). (3) The molecule is CC[C@@H]1C(=O)N(C)c2cnc(Nc3ccc(C(=O)NC4CCC(N5CCN(CC6CC6)CC5)CC4)cc3OC)nc2N1C(C)C. The result is 0 (non-blocker). (4) The molecule is CC1(C)[C@H](Nc2c(C(N)=O)cnn3cc(-c4ccncc4)cc23)CC[C@]1(C)N. The result is 0 (non-blocker).